The task is: Predict the reactants needed to synthesize the given product.. This data is from Full USPTO retrosynthesis dataset with 1.9M reactions from patents (1976-2016). The reactants are: [Cl:1][C:2]1[CH:3]=[C:4]([CH:8]([NH:11][C:12]2[O:13][C:14]3[C:20]([O:21][CH3:22])=[CH:19][C:18]([C:23]([OH:25])=O)=[CH:17][C:15]=3[N:16]=2)[CH2:9][F:10])[CH:5]=[CH:6][CH:7]=1.[CH3:26][CH:27]1[CH2:32][NH:31][CH:30]([CH2:33][CH2:34][OH:35])[CH2:29][O:28]1.C(N(CC)C(C)C)(C)C.CN(C(ON1N=NC2C=CC=NC1=2)=[N+](C)C)C.F[P-](F)(F)(F)(F)F. Given the product [Cl:1][C:2]1[CH:3]=[C:4]([CH:8]([NH:11][C:12]2[O:13][C:14]3[C:20]([O:21][CH3:22])=[CH:19][C:18]([C:23]([N:31]4[CH:30]([CH2:33][CH2:34][OH:35])[CH2:29][O:28][CH:27]([CH3:26])[CH2:32]4)=[O:25])=[CH:17][C:15]=3[N:16]=2)[CH2:9][F:10])[CH:5]=[CH:6][CH:7]=1, predict the reactants needed to synthesize it.